From a dataset of Forward reaction prediction with 1.9M reactions from USPTO patents (1976-2016). Predict the product of the given reaction. (1) The product is: [NH2:32][C:25]1[CH:33]=[C:23]([NH:22][CH2:21][CH2:20][NH:19][C:13]2[CH:12]=[N:11][C:10]([N+:16]([O-:18])=[O:17])=[C:9]([C:3]3[CH:4]=[CH:5][C:6]([Cl:8])=[CH:7][C:2]=3[Cl:1])[N:14]=2)[CH:28]=[CH:27][C:26]=1[N+:29]([O-:31])=[O:30]. Given the reactants [Cl:1][C:2]1[CH:7]=[C:6]([Cl:8])[CH:5]=[CH:4][C:3]=1[C:9]1[C:10]([N+:16]([O-:18])=[O:17])=[N:11][CH:12]=[C:13](Br)[N:14]=1.[NH2:19][CH2:20][CH2:21][NH:22][C:23]1[CH:28]=[CH:27][C:26]([N+:29]([O-:31])=[O:30])=[C:25]([NH2:32])N=1.[CH:33](N(C(C)C)CC)(C)C, predict the reaction product. (2) Given the reactants [F:1][CH:2]([F:42])[C:3]1[N:7]([C:8]2[N:13]=[C:12]([N:14]3[CH2:19][CH2:18][O:17][CH2:16][CH2:15]3)[N:11]=[C:10]([N:20]([CH2:27][CH2:28][CH2:29][N:30]3[CH2:35][CH2:34][NH:33][CH2:32][CH2:31]3)[CH:21]3[CH2:26][CH2:25][NH:24][CH2:23][CH2:22]3)[N:9]=2)[C:6]2[CH:36]=[CH:37][CH:38]=[C:39]([O:40][CH3:41])[C:5]=2[N:4]=1.[CH3:43][S:44](Cl)(=[O:46])=[O:45], predict the reaction product. The product is: [F:42][CH:2]([F:1])[C:3]1[N:7]([C:8]2[N:13]=[C:12]([N:14]3[CH2:15][CH2:16][O:17][CH2:18][CH2:19]3)[N:11]=[C:10]([N:20]([CH2:27][CH2:28][CH2:29][N:30]3[CH2:31][CH2:32][N:33]([S:44]([CH3:43])(=[O:46])=[O:45])[CH2:34][CH2:35]3)[CH:21]3[CH2:22][CH2:23][N:24]([S:44]([CH3:43])(=[O:46])=[O:45])[CH2:25][CH2:26]3)[N:9]=2)[C:6]2[CH:36]=[CH:37][CH:38]=[C:39]([O:40][CH3:41])[C:5]=2[N:4]=1. (3) Given the reactants [CH3:1][C:2]1[CH:7]=[C:6]([CH3:8])[NH:5][C:4](=[O:9])[C:3]=1[CH2:10][NH:11][C:12]([C:14]1[C:15]2[CH:35]=[N:34][N:33]([CH:36]([CH3:38])[CH3:37])[C:16]=2[N:17]=[C:18]([C:20]2[CH2:21][CH2:22][N:23]([C:26]([CH:28]3[CH2:31][N:30]([CH3:32])[CH2:29]3)=[O:27])[CH2:24][CH:25]=2)[CH:19]=1)=[O:13], predict the reaction product. The product is: [CH3:1][C:2]1[CH:7]=[C:6]([CH3:8])[NH:5][C:4](=[O:9])[C:3]=1[CH2:10][NH:11][C:12]([C:14]1[C:15]2[CH:35]=[N:34][N:33]([CH:36]([CH3:38])[CH3:37])[C:16]=2[N:17]=[C:18]([CH:20]2[CH2:21][CH2:22][N:23]([C:26]([CH:28]3[CH2:29][N:30]([CH3:32])[CH2:31]3)=[O:27])[CH2:24][CH2:25]2)[CH:19]=1)=[O:13]. (4) Given the reactants [NH2:1][C:2]1[CH:11]=[CH:10][C:5]([C:6]([O:8][CH3:9])=[O:7])=[C:4]([CH3:12])[CH:3]=1.[C:13]([OH:21])(=[O:20])[C:14]([CH2:16][C:17](O)=[O:18])=[CH2:15], predict the reaction product. The product is: [CH3:9][O:8][C:6]([C:5]1[CH:10]=[CH:11][C:2]([N:1]2[C:17](=[O:18])[CH2:16][CH:14]([C:13]([OH:21])=[O:20])[CH2:15]2)=[CH:3][C:4]=1[CH3:12])=[O:7]. (5) Given the reactants Cl.Cl[C:3]1[C:12]2[C:7](=[CH:8][CH:9]=[CH:10][CH:11]=2)[CH:6]=[N:5][N:4]=1.[NH2:13][C:14]1[CH:19]=[CH:18][CH:17]=[C:16]([CH3:20])[CH:15]=1, predict the reaction product. The product is: [CH3:20][C:16]1[CH:15]=[C:14]([CH:19]=[CH:18][CH:17]=1)[NH:13][C:3]1[C:12]2[C:7](=[CH:8][CH:9]=[CH:10][CH:11]=2)[CH:6]=[N:5][N:4]=1. (6) Given the reactants CS(C)=O.C(Cl)(=O)C(Cl)=O.[OH:11][C@H:12]1[CH2:17][CH2:16][C@H:15]([N:18]2[CH2:23][CH2:22][N:21]([CH3:24])[C:20](=[O:25])[CH2:19]2)[CH2:14][CH2:13]1.C(N(CC)CC)C, predict the reaction product. The product is: [CH3:24][N:21]1[CH2:22][CH2:23][N:18]([CH:15]2[CH2:14][CH2:13][C:12](=[O:11])[CH2:17][CH2:16]2)[CH2:19][C:20]1=[O:25]. (7) Given the reactants [NH:1]1[CH:5]=[CH:4][N:3]=[CH:2]1.[CH3:6][O-:7].[Na+], predict the reaction product. The product is: [C:6]([N:1]1[CH:5]=[CH:4][N:3]=[CH:2]1)([N:1]1[CH:5]=[CH:4][N:3]=[CH:2]1)=[O:7]. (8) Given the reactants [OH:1][CH2:2][CH2:3][N:4]1[CH:9]=[C:8]([CH:10]2[CH2:15][CH2:14][C:13](=O)[CH2:12][CH2:11]2)[CH:7]=[CH:6][C:5]1=[O:17].[NH:18]1[CH2:21][CH:20]([NH:22][C:23]([CH2:25][NH:26][C:27](=[O:38])[C:28]2[CH:33]=[CH:32][CH:31]=[C:30]([C:34]([F:37])([F:36])[F:35])[CH:29]=2)=[O:24])[CH2:19]1, predict the reaction product. The product is: [OH:1][CH2:2][CH2:3][N:4]1[C:5](=[O:17])[CH:6]=[CH:7][C:8]([CH:10]2[CH2:15][CH2:14][CH:13]([N:18]3[CH2:21][CH:20]([NH:22][C:23]([CH2:25][NH:26][C:27](=[O:38])[C:28]4[CH:33]=[CH:32][CH:31]=[C:30]([C:34]([F:37])([F:35])[F:36])[CH:29]=4)=[O:24])[CH2:19]3)[CH2:12][CH2:11]2)=[CH:9]1.